Dataset: Forward reaction prediction with 1.9M reactions from USPTO patents (1976-2016). Task: Predict the product of the given reaction. Given the reactants [Cl:1][C:2]1[CH:9]=[C:8]([N:10]2[C:14]([CH3:15])=[C:13]([OH:16])[C:12]([CH3:17])=[N:11]2)[CH:7]=[CH:6][C:3]=1[C:4]#[N:5].Br[C:19]1[CH:20]=[CH:21][C:22]([C:25]#[N:26])=[N:23][CH:24]=1.C(=O)([O-])[O-].[Cs+].[Cs+].[Cl-].[NH4+], predict the reaction product. The product is: [Cl:1][C:2]1[CH:9]=[C:8]([N:10]2[C:14]([CH3:15])=[C:13]([O:16][C:19]3[CH:20]=[CH:21][C:22]([C:25]#[N:26])=[N:23][CH:24]=3)[C:12]([CH3:17])=[N:11]2)[CH:7]=[CH:6][C:3]=1[C:4]#[N:5].